From a dataset of Peptide-MHC class I binding affinity with 185,985 pairs from IEDB/IMGT. Regression. Given a peptide amino acid sequence and an MHC pseudo amino acid sequence, predict their binding affinity value. This is MHC class I binding data. (1) The peptide sequence is KTGESSRCY. The MHC is HLA-A30:02 with pseudo-sequence HLA-A30:02. The binding affinity (normalized) is 0.573. (2) The peptide sequence is RQDILDLWIY. The MHC is HLA-A03:01 with pseudo-sequence HLA-A03:01. The binding affinity (normalized) is 0. (3) The peptide sequence is KRITVLDIGD. The MHC is Mamu-B08 with pseudo-sequence Mamu-B08. The binding affinity (normalized) is 0.388.